Task: Predict the reactants needed to synthesize the given product.. Dataset: Full USPTO retrosynthesis dataset with 1.9M reactions from patents (1976-2016) Given the product [Br:1][C:2]1[CH:7]=[CH:6][C:5]([C:8](=[O:12])[CH:9]([O:10][CH2:16][CH3:17])[O:11][CH2:20][CH3:21])=[CH:4][C:3]=1[F:13], predict the reactants needed to synthesize it. The reactants are: [Br:1][C:2]1[CH:7]=[CH:6][C:5]([C:8](=[O:12])[CH:9]([OH:11])[OH:10])=[CH:4][C:3]=1[F:13].C([O-])([O-])O[CH2:16][CH3:17].[C:20]1(C)C=CC=C[CH:21]=1.